Dataset: Full USPTO retrosynthesis dataset with 1.9M reactions from patents (1976-2016). Task: Predict the reactants needed to synthesize the given product. Given the product [CH2:30]([O:32][C:33]([N:35]1[CH2:36][CH2:37][N:38]([C:41](=[O:53])[C@@H:42]([NH:52][C:20]([C:10]2[CH:9]=[C:8]([Cl:7])[N:13]=[C:12]([C:14]3[CH:15]=[CH:16][CH:17]=[CH:18][CH:19]=3)[N:11]=2)=[O:22])[CH2:43][CH2:44][C:45]([O:47][C:48]([CH3:50])([CH3:49])[CH3:51])=[O:46])[CH2:39][CH2:40]1)=[O:34])[CH3:31], predict the reactants needed to synthesize it. The reactants are: C(Cl)(=O)C(Cl)=O.[Cl:7][C:8]1[N:13]=[C:12]([C:14]2[CH:19]=[CH:18][CH:17]=[CH:16][CH:15]=2)[N:11]=[C:10]([C:20]([OH:22])=O)[CH:9]=1.CCN(CC)CC.[CH2:30]([O:32][C:33]([N:35]1[CH2:40][CH2:39][N:38]([C:41](=[O:53])[C@@H:42]([NH2:52])[CH2:43][CH2:44][C:45]([O:47][C:48]([CH3:51])([CH3:50])[CH3:49])=[O:46])[CH2:37][CH2:36]1)=[O:34])[CH3:31].